From a dataset of Forward reaction prediction with 1.9M reactions from USPTO patents (1976-2016). Predict the product of the given reaction. (1) Given the reactants [C:1]([C:3]1[CH:4]=[C:5]2[C:10](=[CH:11][C:12]=1[O:13][CH3:14])[C:9]([CH3:16])([CH3:15])[C:8](=[O:17])[CH2:7][CH2:6]2)#[CH:2].C1COCC1, predict the reaction product. The product is: [CH2:1]([C:3]1[CH:4]=[C:5]2[C:10](=[CH:11][C:12]=1[O:13][CH3:14])[C:9]([CH3:16])([CH3:15])[C:8](=[O:17])[CH2:7][CH2:6]2)[CH3:2]. (2) Given the reactants [Cl:1][C:2]1[CH:7]=[CH:6][C:5]([C:8]2([C:11]([OH:13])=O)[CH2:10][CH2:9]2)=[CH:4][CH:3]=1.[NH2:14][CH2:15][CH2:16][CH2:17][N:18]1[CH2:23][CH2:22][CH:21]([C:24]2[CH:25]=[C:26]([NH:30][C:31](=[O:35])[CH2:32][CH2:33][CH3:34])[CH:27]=[CH:28][CH:29]=2)[CH2:20][CH2:19]1, predict the reaction product. The product is: [C:31]([NH:30][C:26]1[CH:25]=[C:24]([CH:21]2[CH2:22][CH2:23][N:18]([CH2:17][CH2:16][CH2:15][NH:14][C:11]([C:8]3([C:5]4[CH:4]=[CH:3][C:2]([Cl:1])=[CH:7][CH:6]=4)[CH2:9][CH2:10]3)=[O:13])[CH2:19][CH2:20]2)[CH:29]=[CH:28][CH:27]=1)(=[O:35])[CH2:32][CH2:33][CH3:34]. (3) The product is: [CH3:24][O:25][C:26]1[CH:31]=[CH:30][CH:29]=[CH:28][C:27]=1[C:2]1[C:10]2[O:9][CH:8]([CH2:11][O:12][S:13]([C:16]3[CH:17]=[CH:18][C:19]([CH3:22])=[CH:20][CH:21]=3)(=[O:15])=[O:14])[O:7][C:6]=2[CH:5]=[C:4]([Cl:23])[CH:3]=1. Given the reactants Br[C:2]1[C:10]2[O:9][CH:8]([CH2:11][O:12][S:13]([C:16]3[CH:21]=[CH:20][C:19]([CH3:22])=[CH:18][CH:17]=3)(=[O:15])=[O:14])[O:7][C:6]=2[CH:5]=[C:4]([Cl:23])[CH:3]=1.[CH3:24][O:25][C:26]1[CH:31]=[CH:30][CH:29]=[CH:28][C:27]=1B(O)O, predict the reaction product. (4) Given the reactants [S:1]1[C:5]([C:6]2[C:7]([O:16][CH3:17])=[CH:8][C:9]([O:14][CH3:15])=[C:10]([CH:13]=2)[CH:11]=O)=[CH:4][C:3]2[CH:18]=[CH:19][CH:20]=[CH:21][C:2]1=2.[C:22](Br)(Br)([Br:24])[Br:23].C1(P(C2C=CC=CC=2)C2C=CC=CC=2)C=CC=CC=1, predict the reaction product. The product is: [Br:23][C:22]([Br:24])=[CH:11][C:10]1[C:9]([O:14][CH3:15])=[CH:8][C:7]([O:16][CH3:17])=[C:6]([C:5]2[S:1][C:2]3[CH:21]=[CH:20][CH:19]=[CH:18][C:3]=3[CH:4]=2)[CH:13]=1. (5) Given the reactants [C:1]([O:4][CH2:5][C:6]1[C:11](N2CCN3C4CCCCC=4C=C3C2=O)=[CH:10][C:9]([F:26])=[CH:8][C:7]=1[N:27]1[CH2:39][CH2:38][N:30]2[C:31]3[CH2:32][CH2:33][CH2:34][CH2:35][C:36]=3[CH:37]=[C:29]2[C:28]1=[O:40])(=[O:3])[CH3:2].Br[C:42]1[CH:43]=[C:44]([NH:50][C:51]2[CH:56]=[CH:55][C:54]([CH:57]3[CH2:61][CH2:60][CH2:59][N:58]3[CH3:62])=[CH:53][N:52]=2)[C:45](=[O:49])[N:46]([CH3:48])[CH:47]=1.C(=O)([O-])[O-].[Na+].[Na+].COCCOC, predict the reaction product. The product is: [C:1]([O:4][CH2:5][C:6]1[C:7]([N:27]2[CH2:39][CH2:38][N:30]3[C:35]4[CH2:34][CH2:33][CH2:32][CH2:31][C:36]=4[CH:37]=[C:29]3[C:28]2=[O:40])=[CH:8][C:9]([F:26])=[CH:10][C:11]=1[C:42]1[CH:43]=[C:44]([NH:50][C:51]2[CH:56]=[CH:55][C:54]([CH:57]3[CH2:61][CH2:60][CH2:59][N:58]3[CH3:62])=[CH:53][N:52]=2)[C:45](=[O:49])[N:46]([CH3:48])[CH:47]=1)(=[O:3])[CH3:2]. (6) Given the reactants [Cl:1][C:2]1[C:10]2[N:9]=[C:8]([C:11]([F:14])([F:13])[F:12])[NH:7][C:6]=2[CH:5]=[CH:4][C:3]=1[C:15]#[N:16].Br[CH2:18][C:19]([O:21][C:22]([CH3:25])([CH3:24])[CH3:23])=[O:20], predict the reaction product. The product is: [Cl:1][C:2]1[C:10]2[N:9]=[C:8]([C:11]([F:12])([F:13])[F:14])[N:7]([CH2:18][C:19]([O:21][C:22]([CH3:25])([CH3:24])[CH3:23])=[O:20])[C:6]=2[CH:5]=[CH:4][C:3]=1[C:15]#[N:16]. (7) Given the reactants C(OC([N:11]1[CH2:16][CH2:15][CH:14]([C:17](=[O:39])[NH:18][C:19]2[CH:24]=[C:23]([C:25]3[CH:30]=[CH:29][CH:28]=[CH:27][C:26]=3[O:31][CH2:32][C:33]3[CH:38]=[CH:37][CH:36]=[CH:35][CH:34]=3)[N:22]=[CH:21][N:20]=2)[CH2:13][CH2:12]1)=O)C1C=CC=CC=1, predict the reaction product. The product is: [CH2:32]([O:31][C:26]1[CH:27]=[CH:28][CH:29]=[CH:30][C:25]=1[C:23]1[N:22]=[CH:21][N:20]=[C:19]([NH:18][C:17]([CH:14]2[CH2:15][CH2:16][NH:11][CH2:12][CH2:13]2)=[O:39])[CH:24]=1)[C:33]1[CH:34]=[CH:35][CH:36]=[CH:37][CH:38]=1. (8) The product is: [Cl:8][C:6]1[N:5]=[CH:4][N:3]=[C:2]([NH:18][C:19]2[CH:20]=[N:21][N:22]([CH3:24])[CH:23]=2)[N:7]=1. Given the reactants Cl[C:2]1[N:7]=[C:6]([Cl:8])[N:5]=[CH:4][N:3]=1.C(N(CC)C(C)C)(C)C.[NH2:18][C:19]1[CH:20]=[N:21][N:22]([CH3:24])[CH:23]=1, predict the reaction product. (9) Given the reactants Cl.[Cl:2][C:3]1[NH:7][C:6]([C:8]2[CH:13]=[CH:12][C:11]([NH:14][C:15](=[O:58])[C@@H:16]([NH:40][C:41]([C@H:43]3[CH2:48][CH2:47][C@H:46]([CH2:49][NH:50]C(=O)OC(C)(C)C)[CH2:45][CH2:44]3)=[O:42])[CH2:17][C:18]3[CH:19]=[C:20]([C:24]4[CH:29]=[CH:28][CH:27]=[C:26]([C:30](=[O:39])[NH:31][CH2:32][CH2:33][N:34]([CH2:37][CH3:38])[CH2:35][CH3:36])[CH:25]=4)[CH:21]=[CH:22][CH:23]=3)=[CH:10][CH:9]=2)=[N:5][N:4]=1.C(#N)C, predict the reaction product. The product is: [ClH:2].[NH2:50][CH2:49][C@H:46]1[CH2:45][CH2:44][C@H:43]([C:41]([NH:40][C@H:16]([C:15]([NH:14][C:11]2[CH:12]=[CH:13][C:8]([C:6]3[NH:7][C:3]([Cl:2])=[N:4][N:5]=3)=[CH:9][CH:10]=2)=[O:58])[CH2:17][C:18]2[CH:19]=[C:20]([C:24]3[CH:29]=[CH:28][CH:27]=[C:26]([C:30]([NH:31][CH2:32][CH2:33][N:34]([CH2:37][CH3:38])[CH2:35][CH3:36])=[O:39])[CH:25]=3)[CH:21]=[CH:22][CH:23]=2)=[O:42])[CH2:48][CH2:47]1.